From a dataset of Full USPTO retrosynthesis dataset with 1.9M reactions from patents (1976-2016). Predict the reactants needed to synthesize the given product. (1) Given the product [C:27]([C:21]1[CH:22]=[CH:14][CH:15]=[C:16]2[C:20]=1[C:19](=[O:23])[O:18][C:17]2=[O:24])#[C:28][C:2]1[CH:10]=[CH:9][CH:8]=[C:7]2[C:3]=1[C:4](=[O:12])[O:5][C:6]2=[O:11].[C:28]([C:29]1[CH:30]=[C:31]2[C:35](=[CH:36][CH:37]=1)[C:34](=[O:38])[O:33][C:32]2=[O:39])#[C:27][C:40]1[CH:41]=[C:42]2[C:46](=[CH:47][CH:48]=1)[C:45](=[O:49])[O:44][C:43]2=[O:50], predict the reactants needed to synthesize it. The reactants are: I[C:2]1[CH:10]=[CH:9][CH:8]=[C:7]2[C:3]=1[C:4](=[O:12])[O:5][C:6]2=[O:11].I[C:14]1[CH:15]=[C:16]2[C:20](=[CH:21][CH:22]=1)[C:19](=[O:23])[O:18][C:17]2=[O:24].C#C.[C:27]([C:40]1[CH:41]=[C:42]2[C:46](=[CH:47][CH:48]=1)[C:45](=[O:49])[O:44][C:43]2=[O:50])#[C:28][C:29]1[CH:30]=[C:31]2[C:35](=[CH:36][CH:37]=1)[C:34](=[O:38])[O:33][C:32]2=[O:39]. (2) Given the product [CH2:1]([N:3]1[CH:7]=[C:6]([C:8]2[CH:13]=[CH:12][N:11]=[C:10]3[NH:14][CH:15]=[CH:16][C:9]=23)[C:5]([C:27]2[CH:32]=[CH:31][CH:30]=[C:29]([N+:33]([O-:35])=[O:34])[CH:28]=2)=[N:4]1)[CH3:2], predict the reactants needed to synthesize it. The reactants are: [CH2:1]([N:3]1[CH:7]=[C:6]([C:8]2[CH:13]=[CH:12][N:11]=[C:10]3[N:14](S(C4C=CC(C)=CC=4)(=O)=O)[CH:15]=[CH:16][C:9]=23)[C:5]([C:27]2[CH:32]=[CH:31][CH:30]=[C:29]([N+:33]([O-:35])=[O:34])[CH:28]=2)=[N:4]1)[CH3:2].C(Cl)Cl.CO.[OH-].[Na+]. (3) Given the product [F:20][C:21]1[CH:26]=[CH:25][C:24]([S:27]([N:6]2[CH2:5][C:4]3([CH2:11][CH2:10][N:9]([CH3:12])[CH2:8][CH2:7]3)[O:3][CH:2]2[CH3:1])(=[O:29])=[O:28])=[CH:23][CH:22]=1, predict the reactants needed to synthesize it. The reactants are: [CH3:1][CH:2]1[NH:6][CH2:5][C:4]2([CH2:11][CH2:10][N:9]([CH3:12])[CH2:8][CH2:7]2)[O:3]1.C(N(CC)CC)C.[F:20][C:21]1[CH:26]=[CH:25][C:24]([S:27](Cl)(=[O:29])=[O:28])=[CH:23][CH:22]=1. (4) Given the product [CH3:47][C:37]1[CH:38]=[CH:39][C:40]([S:43]([OH:46])(=[O:45])=[O:44])=[CH:41][CH:42]=1.[NH2:13][CH2:14][CH:15]1[CH2:20][CH2:19][N:18]([CH2:21][C:22]2([C:28]([OH:30])=[O:29])[CH2:27][CH2:26][O:25][CH2:24][CH2:23]2)[CH2:17][CH2:16]1, predict the reactants needed to synthesize it. The reactants are: FC1C=C2C(C3(CCCC3)C(=O)N2C([NH:13][CH2:14][CH:15]2[CH2:20][CH2:19][N:18]([CH2:21][C:22]3([C:28]([OH:30])=[O:29])[CH2:27][CH2:26][O:25][CH2:24][CH2:23]3)[CH2:17][CH2:16]2)=O)=CC=1.O.[C:37]1([CH3:47])[CH:42]=[CH:41][C:40]([S:43]([OH:46])(=[O:45])=[O:44])=[CH:39][CH:38]=1.C(N(CC)CC)C. (5) Given the product [ClH:21].[Cl:21][C:20]1[C:13]2[CH2:12][CH2:11][C@@:10]3([CH3:24])[C@@H:15]([CH2:16][NH:8][CH2:9]3)[C:14]=2[CH:17]=[CH:18][C:19]=1[CH2:22][CH3:23], predict the reactants needed to synthesize it. The reactants are: C([N:8]1[CH2:16][C@@H:15]2[C@:10]([CH3:24])([CH2:11][CH2:12][C:13]3[C:20]([Cl:21])=[C:19]([CH2:22][CH3:23])[CH:18]=[CH:17][C:14]=32)[CH2:9]1)C1C=CC=CC=1.C(/B(O)O)=C/C.